Dataset: CYP2D6 inhibition data for predicting drug metabolism from PubChem BioAssay. Task: Regression/Classification. Given a drug SMILES string, predict its absorption, distribution, metabolism, or excretion properties. Task type varies by dataset: regression for continuous measurements (e.g., permeability, clearance, half-life) or binary classification for categorical outcomes (e.g., BBB penetration, CYP inhibition). Dataset: cyp2d6_veith. (1) The compound is O=C(O)c1ccccc1-c1ccccc1C(=O)Nc1ccccc1. The result is 0 (non-inhibitor). (2) The result is 0 (non-inhibitor). The molecule is CCCCNC(=O)CSc1nc2cc(OC)c(OC)cc2c(=O)n1Cc1ccc(OC)cc1.